From a dataset of Reaction yield outcomes from USPTO patents with 853,638 reactions. Predict the reaction yield, written as a fraction of the theoretical maximum amount of product (1.0 means a 100% yield; for example, 0.34 means a 34% yield). The reactants are [CH:1]([NH:4][C:5]1[C:10]([C:11]([O:13]CC)=[O:12])=[CH:9][N:8]=[C:7]([S:16][CH3:17])[N:6]=1)([CH3:3])[CH3:2].[OH-].[Na+]. The catalyst is C(O)C.O. The product is [CH:1]([NH:4][C:5]1[C:10]([C:11]([OH:13])=[O:12])=[CH:9][N:8]=[C:7]([S:16][CH3:17])[N:6]=1)([CH3:3])[CH3:2]. The yield is 0.900.